From a dataset of Catalyst prediction with 721,799 reactions and 888 catalyst types from USPTO. Predict which catalyst facilitates the given reaction. Reactant: Cl[C:2]1[C:7]([C:8]([OH:10])=[O:9])=[CH:6][CH:5]=[C:4]([Cl:11])[N:3]=1.[CH3:12][NH:13][CH2:14][CH2:15][OH:16]. Product: [Cl:11][C:4]1[N:3]=[C:2]([N:13]([CH2:14][CH2:15][OH:16])[CH3:12])[C:7]([C:8]([OH:10])=[O:9])=[CH:6][CH:5]=1. The catalyst class is: 10.